From a dataset of Merck oncology drug combination screen with 23,052 pairs across 39 cell lines. Regression. Given two drug SMILES strings and cell line genomic features, predict the synergy score measuring deviation from expected non-interaction effect. (1) Drug 1: COC12C(COC(N)=O)C3=C(C(=O)C(C)=C(N)C3=O)N1CC1NC12. Drug 2: CCN(CC)CCNC(=O)c1c(C)[nH]c(C=C2C(=O)Nc3ccc(F)cc32)c1C. Cell line: SKOV3. Synergy scores: synergy=-1.58. (2) Drug 1: O=C(CCCCCCC(=O)Nc1ccccc1)NO. Drug 2: NC1CCCCC1N.O=C(O)C(=O)O.[Pt+2]. Cell line: SKOV3. Synergy scores: synergy=17.2. (3) Drug 1: N.N.O=C(O)C1(C(=O)O)CCC1.[Pt]. Drug 2: NC1(c2ccc(-c3nc4ccn5c(=O)[nH]nc5c4cc3-c3ccccc3)cc2)CCC1. Cell line: CAOV3. Synergy scores: synergy=46.6. (4) Drug 1: CCN(CC)CCNC(=O)c1c(C)[nH]c(C=C2C(=O)Nc3ccc(F)cc32)c1C. Drug 2: CCC1(O)C(=O)OCc2c1cc1n(c2=O)Cc2cc3c(CN(C)C)c(O)ccc3nc2-1. Cell line: COLO320DM. Synergy scores: synergy=5.95. (5) Drug 1: O=P1(N(CCCl)CCCl)NCCCO1. Drug 2: CCN(CC)CCNC(=O)c1c(C)[nH]c(C=C2C(=O)Nc3ccc(F)cc32)c1C. Cell line: OVCAR3. Synergy scores: synergy=10.3. (6) Drug 1: O=S1(=O)NC2(CN1CC(F)(F)F)C1CCC2Cc2cc(C=CCN3CCC(C(F)(F)F)CC3)ccc2C1. Drug 2: CCc1c2c(nc3ccc(O)cc13)-c1cc3c(c(=O)n1C2)COC(=O)C3(O)CC. Cell line: ZR751. Synergy scores: synergy=9.53.